This data is from Forward reaction prediction with 1.9M reactions from USPTO patents (1976-2016). The task is: Predict the product of the given reaction. (1) Given the reactants [Cl:1][C:2]1[CH:7]=[CH:6][C:5]([C:8]2[CH:13]=[CH:12][N:11]3[C:14](=[O:17])[NH:15][N:16]=[C:10]3[C:9]=2[C:18]2[CH:23]=[CH:22][N:21]=[CH:20][CH:19]=2)=[CH:4][CH:3]=1.Cl[CH2:25][C:26]1[C:27]([CH2:36][CH3:37])=[N:28][C:29]([C:32]([F:35])([F:34])[F:33])=[CH:30][CH:31]=1.C([O-])([O-])=O.[K+].[K+], predict the reaction product. The product is: [Cl:1][C:2]1[CH:7]=[CH:6][C:5]([C:8]2[CH:13]=[CH:12][N:11]3[C:14](=[O:17])[N:15]([CH2:25][C:26]4[C:27]([CH2:36][CH3:37])=[N:28][C:29]([C:32]([F:35])([F:33])[F:34])=[CH:30][CH:31]=4)[N:16]=[C:10]3[C:9]=2[C:18]2[CH:19]=[CH:20][N:21]=[CH:22][CH:23]=2)=[CH:4][CH:3]=1. (2) Given the reactants [N+:1]([C:4]1[CH:5]=[N:6][CH:7]=[CH:8][C:9]=1Cl)([O-:3])=[O:2].[NH:11]1[CH2:16][CH2:15][CH2:14][CH2:13][CH2:12]1, predict the reaction product. The product is: [N+:1]([C:4]1[CH:5]=[N:6][CH:7]=[CH:8][C:9]=1[N:11]1[CH2:16][CH2:15][CH2:14][CH2:13][CH2:12]1)([O-:3])=[O:2]. (3) The product is: [F:8][C:9]1[C:10]([C:30]2[N:31]([CH:36]([CH3:38])[CH3:37])[C:32]([CH3:35])=[N:33][CH:34]=2)=[N:11][C:12]([NH:15][CH:16]2[CH2:22][CH2:21][CH2:20][CH2:19][NH:18][CH2:17]2)=[N:13][CH:14]=1. Given the reactants FC(F)(F)C(O)=O.[F:8][C:9]1[C:10]([C:30]2[N:31]([CH:36]([CH3:38])[CH3:37])[C:32]([CH3:35])=[N:33][CH:34]=2)=[N:11][C:12]([NH:15][CH:16]2[CH2:22][CH2:21][CH2:20][CH2:19][N:18](C(OC(C)(C)C)=O)[CH2:17]2)=[N:13][CH:14]=1, predict the reaction product. (4) Given the reactants [C:1]([CH:5]1[CH2:10][CH2:9][CH:8]([O:11][C:12]2[C:13]([CH:29]3[CH2:31][CH2:30]3)=[C:14]3[C:19](=[CH:20][CH:21]=2)[CH:18]=[C:17]([C@:22]2([CH3:28])[CH2:26][O:25]C(=O)[NH:23]2)[CH:16]=[CH:15]3)[CH2:7][CH2:6]1)([CH3:4])([CH3:3])[CH3:2].C(O)C.O.[OH-].[Li+].O, predict the reaction product. The product is: [NH2:23][C@@:22]([C:17]1[CH:16]=[CH:15][C:14]2[C:19](=[CH:20][CH:21]=[C:12]([O:11][C@H:8]3[CH2:7][CH2:6][C@H:5]([C:1]([CH3:4])([CH3:3])[CH3:2])[CH2:10][CH2:9]3)[C:13]=2[CH:29]2[CH2:31][CH2:30]2)[CH:18]=1)([CH3:28])[CH2:26][OH:25]. (5) Given the reactants C(N[CH:5]([CH3:7])[CH3:6])(C)C.[Li].[CH2:9]([CH:16]1N[C:19](=[O:21])[CH2:18][CH2:17]1)[C:10]1[CH:15]=[CH:14][CH:13]=[CH:12][CH:11]=1.C(Br)CC.C(O)(=[O:28])C, predict the reaction product. The product is: [CH2:9]([CH:16]1[O:28][C:19](=[O:21])[CH:18]([CH2:7][CH2:5][CH3:6])[CH2:17]1)[C:10]1[CH:15]=[CH:14][CH:13]=[CH:12][CH:11]=1.